Dataset: Forward reaction prediction with 1.9M reactions from USPTO patents (1976-2016). Task: Predict the product of the given reaction. (1) Given the reactants [CH3:1][C:2]1([CH3:10])[O:6][C@@H:5]([CH2:7][CH2:8][OH:9])[CH2:4][O:3]1.C(N(CC)CC)C.[S:18](Cl)([C:21]1[CH:27]=[CH:26][C:24]([CH3:25])=[CH:23][CH:22]=1)(=[O:20])=[O:19], predict the reaction product. The product is: [CH3:25][C:24]1[CH:26]=[CH:27][C:21]([S:18]([O:9][CH2:8][CH2:7][C@H:5]2[CH2:4][O:3][C:2]([CH3:10])([CH3:1])[O:6]2)(=[O:20])=[O:19])=[CH:22][CH:23]=1. (2) Given the reactants O[CH2:2][CH2:3][C:4]1[CH:5]=[CH:6][C:7]2[N:12]([CH3:13])[CH2:11][CH2:10][N:9]([C:14]([O:16][C:17]([CH3:20])([CH3:19])[CH3:18])=[O:15])[C:8]=2[N:21]=1.C1(P(C2C=CC=CC=2)C2C=CC=CC=2)C=CC=CC=1.N1C=CN=C1.[I:46]I, predict the reaction product. The product is: [I:46][CH2:2][CH2:3][C:4]1[CH:5]=[CH:6][C:7]2[N:12]([CH3:13])[CH2:11][CH2:10][N:9]([C:14]([O:16][C:17]([CH3:20])([CH3:19])[CH3:18])=[O:15])[C:8]=2[N:21]=1.